This data is from Reaction yield outcomes from USPTO patents with 853,638 reactions. The task is: Predict the reaction yield, written as a fraction of the theoretical maximum amount of product (1.0 means a 100% yield; for example, 0.34 means a 34% yield). (1) The reactants are C(O[CH:4](OCC)[CH2:5][C:6](=O)[C:7]([O:11][CH3:12])([O:9][CH3:10])[CH3:8])C.S(O)(O)(=O)=O.[NH2:22][C:23]1[NH:24][CH:25]=[CH:26][N:27]=1.[NH2:22][C:23]1[NH:24][CH:25]=[CH:26][N:27]=1. No catalyst specified. The product is [CH3:12][O:11][C:7]([C:6]1[CH:5]=[CH:4][N:24]2[CH:25]=[CH:26][N:27]=[C:23]2[N:22]=1)([O:9][CH3:10])[CH3:8]. The yield is 0.640. (2) The reactants are [CH:1]1([C:4]([NH:6][C:7]2[N:8]=[C:9]3[CH:14]=[CH:13][C:12]([S:15][C:16]4[CH:25]=[CH:24][CH:23]=[CH:22][C:17]=4[C:18]([O:20]C)=[O:19])=[N:11][N:10]3[CH:26]=2)=[O:5])[CH2:3][CH2:2]1.[OH-].[Na+]. No catalyst specified. The product is [CH:1]1([C:4]([NH:6][C:7]2[N:8]=[C:9]3[CH:14]=[CH:13][C:12]([S:15][C:16]4[CH:25]=[CH:24][CH:23]=[CH:22][C:17]=4[C:18]([OH:20])=[O:19])=[N:11][N:10]3[CH:26]=2)=[O:5])[CH2:3][CH2:2]1. The yield is 0.920. (3) The reactants are [N:1]([CH2:4][CH2:5][CH2:6][CH2:7][CH2:8][CH2:9][OH:10])=[N+:2]=[N-:3].[C:11](O)(=[O:15])[C:12]([CH3:14])=[CH2:13].C1(N=C=NC2CCCCC2)CCCCC1. The catalyst is CN(C)C1C=CN=CC=1.C(Cl)Cl. The product is [C:11]([O:10][CH2:9][CH2:8][CH2:7][CH2:6][CH2:5][CH2:4][N:1]=[N+:2]=[N-:3])(=[O:15])[C:12]([CH3:14])=[CH2:13]. The yield is 0.850. (4) The reactants are NC([C:4]1[CH:9]=[C:8]([O:10][C:11]2[C:16]([F:17])=[CH:15][C:14]([NH:18][C:19]([C:21]3([C:24]([O:26][CH2:27][C:28]4[CH:33]=[CH:32][CH:31]=[CH:30][CH:29]=4)=[O:25])[CH2:23][CH2:22]3)=[O:20])=[C:13]([F:34])[CH:12]=2)[CH:7]=[CH:6][N:5]=1)=O.O.C(O)(=O)C.C(O)(=O)C.IC1C=CC=CC=1.C[N:52](C)C=O. No catalyst specified. The product is [NH2:52][C:4]1[CH:9]=[C:8]([O:10][C:11]2[C:16]([F:17])=[CH:15][C:14]([NH:18][C:19]([C:21]3([C:24]([O:26][CH2:27][C:28]4[CH:33]=[CH:32][CH:31]=[CH:30][CH:29]=4)=[O:25])[CH2:22][CH2:23]3)=[O:20])=[C:13]([F:34])[CH:12]=2)[CH:7]=[CH:6][N:5]=1. The yield is 0.830. (5) The reactants are Cl.[NH2:2][C@H:3]([C:14]([O:16][CH3:17])=[O:15])[CH2:4][C:5]1[C:13]2[C:8](=[CH:9][CH:10]=[CH:11][CH:12]=2)[NH:7][CH:6]=1.C(N(CC)CC)C.[C:25](O)(=[O:29])/[CH:26]=[CH:27]/[CH3:28].CCN=C=NCCCN(C)C.Cl. The catalyst is C(Cl)Cl. The product is [C:25]([NH:2][C@H:3]([C:14]([O:16][CH3:17])=[O:15])[CH2:4][C:5]1[C:13]2[C:8](=[CH:9][CH:10]=[CH:11][CH:12]=2)[NH:7][CH:6]=1)(=[O:29])/[CH:26]=[CH:27]/[CH3:28]. The yield is 0.980.